From a dataset of Forward reaction prediction with 1.9M reactions from USPTO patents (1976-2016). Predict the product of the given reaction. (1) Given the reactants [OH:1][B:2]1[C:6]2[CH:7]=[C:8]([OH:12])[CH:9]=[C:10]([CH3:11])[C:5]=2[CH:4]([CH2:13][C:14]([O:16][CH2:17][CH3:18])=[O:15])[O:3]1.Br[C:20]1[S:21][C:22]([N+:25]([O-:27])=[O:26])=[N:23][N:24]=1.C([O-])([O-])=O.[Cs+].[Cs+], predict the reaction product. The product is: [OH:1][B:2]1[C:6]2[CH:7]=[C:8]([O:12][C:20]3[S:21][C:22]([N+:25]([O-:27])=[O:26])=[N:23][N:24]=3)[CH:9]=[C:10]([CH3:11])[C:5]=2[CH:4]([CH2:13][C:14]([O:16][CH2:17][CH3:18])=[O:15])[O:3]1. (2) Given the reactants [CH2:1]([O:3][C:4]1[C:5]([C:14]([F:17])([F:16])[F:15])=[CH:6][C:7]([N+:11]([O-:13])=[O:12])=[C:8]([NH2:10])[CH:9]=1)[CH3:2].[CH3:18][C:19]([O:22][C:23](O[C:23]([O:22][C:19]([CH3:21])([CH3:20])[CH3:18])=[O:24])=[O:24])([CH3:21])[CH3:20].C(O)(C(F)(F)F)=O, predict the reaction product. The product is: [C:19]([O:22][C:23](=[O:24])[NH:10][C:8]1[CH:9]=[C:4]([O:3][CH2:1][CH3:2])[C:5]([C:14]([F:15])([F:16])[F:17])=[CH:6][C:7]=1[N+:11]([O-:13])=[O:12])([CH3:21])([CH3:20])[CH3:18]. (3) Given the reactants [OH:1][B:2]1[C:6]2[CH:7]=[C:8]([O:12][C:13]3[CH:18]=[CH:17][N:16]=[C:15]([N+:19]([O-])=O)[CH:14]=3)[CH:9]=[C:10]([CH3:11])[C:5]=2[CH:4]([CH2:22][C:23]([O:25][CH2:26][CH3:27])=[O:24])[O:3]1, predict the reaction product. The product is: [NH2:19][C:15]1[CH:14]=[C:13]([O:12][C:8]2[CH:9]=[C:10]([CH3:11])[C:5]3[CH:4]([CH2:22][C:23]([O:25][CH2:26][CH3:27])=[O:24])[O:3][B:2]([OH:1])[C:6]=3[CH:7]=2)[CH:18]=[CH:17][N:16]=1.